Dataset: Full USPTO retrosynthesis dataset with 1.9M reactions from patents (1976-2016). Task: Predict the reactants needed to synthesize the given product. (1) The reactants are: Cl[C:2]1[CH:3]=[CH:4][C:5]([N+:9]([O-:11])=[O:10])=[C:6]([NH2:8])[CH:7]=1.[C:12]([O:16][C:17]([N:19]1[CH2:24][CH2:23][NH:22][CH2:21][CH2:20]1)=[O:18])([CH3:15])([CH3:14])[CH3:13].O. Given the product [C:12]([O:16][C:17]([N:19]1[CH2:24][CH2:23][N:22]([C:2]2[CH:3]=[CH:4][C:5]([N+:9]([O-:11])=[O:10])=[C:6]([NH2:8])[CH:7]=2)[CH2:21][CH2:20]1)=[O:18])([CH3:15])([CH3:13])[CH3:14], predict the reactants needed to synthesize it. (2) Given the product [F:1][C:2]1[CH:7]=[CH:6][C:5]([C:8](=[N:9][O:10][CH2:30][C:28]2[N:29]=[C:25]([NH:24][C:23](=[O:32])[O:22][C:18]([CH3:20])([CH3:19])[CH3:21])[S:26][CH:27]=2)[C:11]2[N:15]([CH3:16])[N:14]=[N:13][N:12]=2)=[CH:4][C:3]=1[CH3:17], predict the reactants needed to synthesize it. The reactants are: [F:1][C:2]1[CH:7]=[CH:6][C:5]([C:8]([C:11]2[N:15]([CH3:16])[N:14]=[N:13][N:12]=2)=[N:9][OH:10])=[CH:4][C:3]=1[CH3:17].[C:18]([O:22][C:23](=[O:32])[NH:24][C:25]1[S:26][CH:27]=[C:28]([CH2:30]Cl)[N:29]=1)([CH3:21])([CH3:20])[CH3:19].C(=O)([O-])[O-].[Cs+].[Cs+].[I-].[K+].